Task: Predict the reactants needed to synthesize the given product.. Dataset: Full USPTO retrosynthesis dataset with 1.9M reactions from patents (1976-2016) Given the product [F:10][C:11]1[CH:12]=[C:13]([N:17]2[C@@:21]3([CH2:26][CH2:25][N:24]([CH2:27][C:28]4[CH:33]=[CH:32][CH:31]=[C:30]([O:34][CH:35]([CH3:36])[CH3:37])[CH:29]=4)[C@@H:23]([CH3:38])[CH2:22]3)[CH2:20][N:19]([CH2:3][C:4]3[CH:9]=[CH:8][CH:7]=[CH:6][N:5]=3)[S:18]2(=[O:40])=[O:39])[CH:14]=[CH:15][CH:16]=1, predict the reactants needed to synthesize it. The reactants are: Br.Br[CH2:3][C:4]1[CH:9]=[CH:8][CH:7]=[CH:6][N:5]=1.[F:10][C:11]1[CH:12]=[C:13]([N:17]2[C@@:21]3([CH2:26][CH2:25][N:24]([CH2:27][C:28]4[CH:33]=[CH:32][CH:31]=[C:30]([O:34][CH:35]([CH3:37])[CH3:36])[CH:29]=4)[C@@H:23]([CH3:38])[CH2:22]3)[CH2:20][NH:19][S:18]2(=[O:40])=[O:39])[CH:14]=[CH:15][CH:16]=1.C(=O)([O-])[O-].[Cs+].[Cs+].